This data is from Catalyst prediction with 721,799 reactions and 888 catalyst types from USPTO. The task is: Predict which catalyst facilitates the given reaction. (1) Reactant: [I:1][C:2]1[CH:3]=[C:4]2[C:9](=[CH:10][CH:11]=1)[C:8](=[O:12])[NH:7][C:6](=[O:13])/[C:5]/2=[CH:14]\[NH:15][C:16]1[CH:21]=[CH:20][C:19]([N:22]2[CH2:27][CH2:26][N:25](C(OC(C)(C)C)=O)[CH2:24][CH2:23]2)=[CH:18][CH:17]=1.P(=O)(O)(O)O. Product: [I:1][C:2]1[CH:3]=[C:4]2[C:9](=[CH:10][CH:11]=1)[C:8](=[O:12])[NH:7][C:6](=[O:13])/[C:5]/2=[CH:14]\[NH:15][C:16]1[CH:17]=[CH:18][C:19]([N:22]2[CH2:23][CH2:24][NH:25][CH2:26][CH2:27]2)=[CH:20][CH:21]=1. The catalyst class is: 9. (2) The catalyst class is: 11. Reactant: [Br:1][C:2]1[CH:7]=[CH:6][C:5]([C:8]2(O)[CH2:12][CH2:11][CH2:10][CH2:9]2)=[CH:4][CH:3]=1.C1(C)C=CC(S(O)(=O)=O)=CC=1. Product: [Br:1][C:2]1[CH:7]=[CH:6][C:5]([C:8]2[CH2:12][CH2:11][CH2:10][CH:9]=2)=[CH:4][CH:3]=1. (3) Reactant: [CH3:1][NH:2][C:3](=O)[O:4]C1C=CC([N+]([O-])=O)=CC=1.C(N(CC)C(C)C)(C)C.[CH3:24][C:25]1[CH:34]=[CH:33][C:28]([C:29]([NH:31][NH2:32])=[O:30])=[CH:27][CH:26]=1. Product: [CH3:1][NH:2][C:3]([NH:32][NH:31][C:29](=[O:30])[C:28]1[CH:27]=[CH:26][C:25]([CH3:24])=[CH:34][CH:33]=1)=[O:4]. The catalyst class is: 4. (4) Reactant: [Cl:1][C:2]1[N:3]=[C:4]([C:9]([NH:11][C@H:12]2[CH2:17][CH2:16][N:15]([C:18]3[O:19][C:20]([CH2:30][CH3:31])=[C:21]([C:23]([O:25]CCCC)=[O:24])[N:22]=3)[CH2:14][C@H:13]2[O:32][CH2:33][CH3:34])=[O:10])[NH:5][C:6]=1[CH2:7][CH3:8].[OH-].[Li+].CO. Product: [Cl:1][C:2]1[N:3]=[C:4]([C:9]([NH:11][C@H:12]2[CH2:17][CH2:16][N:15]([C:18]3[O:19][C:20]([CH2:30][CH3:31])=[C:21]([C:23]([OH:25])=[O:24])[N:22]=3)[CH2:14][C@H:13]2[O:32][CH2:33][CH3:34])=[O:10])[NH:5][C:6]=1[CH2:7][CH3:8]. The catalyst class is: 1. (5) Reactant: Cl[C:2]1[NH:3][C:4]2[N:5]([N:9]=[C:10]([CH3:20])[C:11]=2[C:12]2[CH:17]=[CH:16][C:15]([O:18][CH3:19])=[CH:14][CH:13]=2)[C:6](=[O:8])[CH:7]=1.CC1(C)C(C)(C)OB([C:29]2[CH:30]=[C:31]3[C:36](=[CH:37][CH:38]=2)[N:35]=[CH:34][CH:33]=[CH:32]3)O1.CC(C1C=C(C(C)C)C(C2C=CC=CC=2P(C2CCCCC2)C2CCCCC2)=C(C(C)C)C=1)C.[O-]P([O-])([O-])=O.[K+].[K+].[K+]. Product: [CH3:19][O:18][C:15]1[CH:16]=[CH:17][C:12]([C:11]2[C:10]([CH3:20])=[N:9][N:5]3[C:6](=[O:8])[CH:7]=[C:2]([C:29]4[CH:30]=[C:31]5[C:36](=[CH:37][CH:38]=4)[N:35]=[CH:34][CH:33]=[CH:32]5)[NH:3][C:4]=23)=[CH:13][CH:14]=1. The catalyst class is: 552.